Dataset: Drug-target binding data from BindingDB using Ki measurements. Task: Regression. Given a target protein amino acid sequence and a drug SMILES string, predict the binding affinity score between them. We predict pKi (pKi = -log10(Ki in M); higher means stronger inhibition). Dataset: bindingdb_ki. (1) The drug is O=C(O)Cc1ccccc1O. The target protein sequence is ASRLLLNNGAKMPILGLGTWKSPPGQVTEAVKVAIDVGYRHIDCAHVYQNENEVGVAIQEKLREQVVKREELFIVSKLWCTYHEKGLVKGACQKTLSDLKLDYLDLYLIHWPTGFKPGKEFFPLDESGNVVPSDTNILDTWAAMEELVDEGLVKAIGISNFNHLQVEMILNKPGLKYKPAVNQIECHPYLTQEKLIQYCQSKGIVVTAYSPLGSPDRPWAKPEDPSLLEDPRIKAIAAKHNKTTAQVLIRFPMQRNLVVIPKSVTPERIAENFKVFDFELSSQDMTTLLSYNRNWRVAALLSCTSHKDYPFHEEF. The pKi is 4.7. (2) The small molecule is c1ccc(OC[C@@H]2CN(CCN3CCc4ccccc43)CCO2)cc1. The target protein (Q61224) has sequence MSPPNQSLEGLPQEASNRSLNVTGAWDPEVLQALRISLVVVLSVITLATVLSNAFVLTTILLTKKLHTPANYLIGSLATTDLLVSILVMPISIAYTTTRTWNFGQILCDIWVSSDITCCTASILHLCVIALDRYWAITDALEYSKRRTAGHAAAMIAAVWIISICISIPPLFWRQATAHEEMSDCLVNTSQISYTIYSTCGAFYIPSILLIILYGRIYVAARSRILNPPSLYGKRFTTAQLITGSAGSSLCSLNPSLHESHTHTVGSPLFFNQVKIKLADSILERKRISAARERKATKTLGIILGAFIICWLPFFVVSLVLPICRDSCWIHPALFDFFTWLGYLNSLINPVIYTVFNEDFRQAFQKVVHFRKIS. The pKi is 6.2. (3) The compound is NC1(C(=O)O)CCOCC1. The target protein (P13444) has sequence MNGPVDGLCDHSLSEEGAFMFTSESVGEGHPDKICDQISDAVLDAHLKQDPNAKVACETVCKTGMVLLCGEITSMAMIDYQRVVRDTIKHIGYDDSAKGFDFKTCNVLVALEQQSPDIAQCVHLDRNEEDVGAGDQGLMFGYATDETEECMPLTIVLAHKLNTRMADLRRSGVLPWLRPDSKTQVTVQYVQDNGAVIPVRVHTIVISVQHNEDITLEAMREALKEQVIKAVVPAKYLDEDTIYHLQPSGRFVIGGPQGDAGVTGRKIIVDTYGGWGAHGGGAFSGKDYTKVDRSAAYAARWVAKSLVKAGLCRRVLVQVSYAIGVAEPLSISIFTYGTSKKTERDELLEVVNKNFDLRPGVIVRDLDLKKPIYQKTACYGHFGRSEFPWEVPKKLVF. The pKi is 3.0. (4) The small molecule is CC(NC(=O)OCc1ccccc1)C(=O)NC(Cc1ccccc1)P(=O)(O)CC(CCCc1ccccc1)C(=O)N(N)C(Cc1c[nH]c2ccccc12)C(N)=O. The target protein (Q02853) has sequence MARAACLLRAISRVLLLPLPLLLLLLLLLPSPLMARARPPESHRHHPVKKGPRLLHAALPNTLTSVPASHWVPSPAGSSRPLRCGVPDLPDVLNARNRQKRFVLSGGRWEKTDLTYRILRFPWQLVREQVRQTVAEALQVWSEVTPLTFTEVHEGRADIMIDFARYWHGDNLPFDGPGGILAHAFFPKTHREGDVHFDYDETWTIGDNQGTDLLQVAAHEFGHVLGLQHTTAAKALMSPFYTFRYPLSLSPDDRRGIQHLYGRPQMAPTSPAPTLSSQAGTDTNEIALLEPETPPDVCETSFDAVSTIRGELFFFKAGFVWRLRSGRLQPGYPALASRHWQGLPSPVDAAFEDAQGQIWFFQGAQYWVYDGEKPVLGPAPLSKLGLQGSPVHAALVWGPEKNKIYFFRGGDYWRFHPRTQRVDNPVPRRSTDWRGVPSEIDAAFQDAEGYAYFLRGHLYWKFDPVKVKVLEGFPRPVGPDFFDCAEPANTFR. The pKi is 8.1. (5) The compound is CC(=O)N(C)C1(c2ccccc2)CCN(CCCC2(c3ccc(Cl)c(Cl)c3)CCCN(C(=O)c3ccccc3)C2)CC1. The target protein sequence is MASVPTAESESWTDGAAGVGTQVGNLSSALGVTEWFALQAGNFSSALGVPVTSPTPSQARANLTNQFVQPSWRIALWSLAYGLVVAVAVFGNLIVIWIILAHKRMRTVTNYFLVNLAFSDASMAAFNTLVNFIYALHGEWYFGANYCRFQNFFPITAVFASIYSMTAIAVDRYMAIIDPLKPRLSATATKIVIGSIWILAFLLAFPQCLYSKIKVMPGRTLCYVQWPEGPKQHFTYHIIVIILVYCFPLLIMGVTYTIVGITLWGGEIPGDTCDKYHEQLKAKRKVVKMMIIVVVTFAICWLPYHIYFIITAIYQQLNRWKYIQQVYLASFWLAMSSTMYNPIIYCCLNKRFRAGFKRAFRWCPFIQVSSYDELELKTTRFHPTRQSSLYTVSRMESVTVLFDPNDGDPAKSSRKKKAVPRDPSTNGCARRDSKSASTTSSFISSPYTSVDEYS. The pKi is 7.5. (6) The compound is COc1cc2c(cc1-c1c(C)noc1C)[nH]c1nc(C)nc(-c3ccc(C(=O)NC4CCN(C)CC4)c4ccccc34)c12. The target protein sequence is KHAAYAWPFYKPVDAEALELHDYHDIIKHPMDLSTVKRKMDGREYPDAQGFAADVRLMFSNCYKYNPPDHEVV. The pKi is 8.8. (7) The compound is COC(=O)[C@@H]1C[C@H](OC(C)=O)C(=O)[C@H]2[C@@]1(C)CC[C@H]1C(=O)O[C@H](c3ccoc3)C[C@]21C. The target protein sequence is MDSPIQIFRGEPGPTCAPSACLPPNSSAWFPGWAEPDSNGSAGSEDAQLEPAHISPAIPVIITAVYSVVFVVGLVGNSLVMFVIIRYTKMKTATNIYIFNLALADALVTTTMPFQSTVYLMNSWPFGDVLCKIVISIDYYNMFTSIFTLTMMSVDRYIAVCHPVKALDFRTPLKAKIINICIWLLSSSVGISAIVLGGTKVREDVDVIECSLQFPDDDYSWWDLFMKICVFIFAFVIPVLIIIVCYTLMILRLKSVRLLSGSREKDRNLRRITRLVLVVVAVFVVCWTPIHIFILVEALGSTSHSTAALSSAYFCIALGYTNSSLNPILYAFLDENFKRCFRDFCFPLKMRMERQSTSRVRNTVQDPAYLRDIDGMNKPV. The pKi is 7.7. (8) The compound is CCC(C)C(NC(=O)C(C)NC(=O)C(Cc1cnc[nH]1)NC(=O)C1CCCN1C(=O)CNC(=O)C(CC(C)C)NC(=O)C(CC(C)C)NC(=O)C(Cc1ccc(O)cc1)NC(=O)CNC(=O)C(C)NC(=O)C(CO)NC(=O)C(CC(N)=O)NC(=O)C(CC(C)C)NC(=O)C(NC(=O)C(Cc1c[nH]c2ccccc12)NC(=O)CN)C(C)O)C(=O)NC(CC(=O)O)C(=O)NC(CC(N)=O)C(=O)NC(Cc1cnc[nH]1)C(=O)NC(CCCN=C(N)N)C(=O)NC(CO)C(=O)NC(Cc1ccccc1)C(=O)NC(CO)C(=O)NC(CC(=O)O)C(=O)NC(CCCCN)C(=O)NC(Cc1cnc[nH]1)C(=O)NCC(=O)NC(CC(C)C)C(N)=O. The target protein (O08726) has sequence MNGSGSQGAENTSQEGGSGGWQPEAVLVPLFFALIFLVGTVGNALVLAVLLRGGQAVSTTNLFILNLGVADLCFILCCVPFQATIYTLDDWVFGSLLCKAVHFLIFLTMHASSFTLAAVSLDRYLAIRYPLHSRELRTPRNALAAIGLIWGLALLFSGPYLSYYRQSQLANLTVCHPAWSAPRRRAMDLCTFVFSYLLPVLVLSLTYARTLRYLWRTVDPVTAGSGSQRAKRKVTRMIIIVAVLFCLCWMPHHALILCVWFGRFPLTRATYALRILSHLVSYANSCVNPIVYALVSKHFRKGFRKICAGLLRPAPRRASGRVSILAPGNHSGSMLEQESTDLTQVSEAAGPLVPPPALPNCTASSRTLDPAC. The pKi is 9.2. (9) The compound is O=C1NC[C@H](O)CCN1[C@@H]1O[C@H](CO)[C@@H](O)[C@H]1O. The target protein (P56389) has sequence MAQERPSCAVEPEHVQRLLLSSREAKKSAYCPYSRFPVGAALLTGDGRIFSGCNIENACYPLGVCAERTAIQKAISEGYKDFRAIAISSDLQEEFISPCGACRQVMREFGTDWAVYMTKPDGTFVVRTVQELLPASFGPEDLQKIQ. The pKi is 7.4. (10) The small molecule is CCCCOC(=O)NS(=O)(=O)c1sc(CC(C)C)cc1-c1ccc(CN(C)C(C)=O)cc1. The target protein (P30555) has sequence MILNSSTEDSIKRIQDDCPKAGRHNYIFVMIPTLYSIIFVVGIFGNSLVVIVIYFYMKLKTVASVFLLNLALADLCFLLTLPLWAVYTAMEYRWPFGNYLCKIASASVSFNLYASVFLLTCLSIDRYLAIVHPMKSRLRRTMLVAKVTCIIIWLLAGLASLPTIIHRNVFFIENTNITVCAFHYESQNSTLPVGLGLTKNILGFLFPFLIILTSYTLIWKALKKAYEIQKNKPRNDDIFKIIMAIVLFFFFSWVPHQIFTFLDVLIQLGIIHDCKIADIVDTAMPITICLAYFNNCLNPLFYGFLGKKFKKYFLQLLKYIPPKAKSHSSLSTKMSTLSYRPSENGSSSTKKSAPCTEVE. The pKi is 8.1.